Task: Predict the reactants needed to synthesize the given product.. Dataset: Full USPTO retrosynthesis dataset with 1.9M reactions from patents (1976-2016) (1) Given the product [C:20]([NH:24][C:25](=[O:54])[C:26]1[CH:27]=[CH:28][C:29]([S:32]([N:35]2[C:43]3[C:38](=[CH:39][C:40]([O:12][CH2:13][C:14]([F:15])([F:16])[F:17])=[CH:41][CH:42]=3)[C:37]([C:46]3[CH:51]=[CH:50][CH:49]=[CH:48][C:47]=3[Cl:52])([CH3:45])[C:36]2=[O:53])(=[O:34])=[O:33])=[CH:30][CH:31]=1)([CH3:21])([CH3:22])[CH3:23], predict the reactants needed to synthesize it. The reactants are: C(=O)([O-])[O-].[Cs+].[Cs+].FC(F)(F)S([O:12][CH2:13][C:14]([F:17])([F:16])[F:15])(=O)=O.[C:20]([NH:24][C:25](=[O:54])[C:26]1[CH:31]=[CH:30][C:29]([S:32]([N:35]2[C:43]3[C:38](=[CH:39][C:40](O)=[CH:41][CH:42]=3)[C:37]([C:46]3[CH:51]=[CH:50][CH:49]=[CH:48][C:47]=3[Cl:52])([CH3:45])[C:36]2=[O:53])(=[O:34])=[O:33])=[CH:28][CH:27]=1)([CH3:23])([CH3:22])[CH3:21]. (2) Given the product [C:6]1([C:8](=[CH:10][CH:11]=[CH:12][CH:13]=1)[O-:9])[O-:7].[Ti+4:2].[C:6]1([C:8](=[CH:10][CH:11]=[CH:12][CH:13]=1)[O-:9])[O-:7], predict the reactants needed to synthesize it. The reactants are: Cl[Ti:2](Cl)(Cl)Cl.[C:6]1([C:8](=[CH:10][CH:11]=[CH:12][CH:13]=1)[OH:9])[OH:7]. (3) The reactants are: [NH2:1][CH2:2][C:3]1[CH:4]=[C:5]2[C:9](=[CH:10][CH:11]=1)[N:8]([C:12]([O:14][C:15]([CH3:18])([CH3:17])[CH3:16])=[O:13])[C:7]([C:19]1[C:20]([Cl:29])=[N:21][C:22]3[C:27]([CH:28]=1)=[CH:26][CH:25]=[CH:24][CH:23]=3)=[CH:6]2.C1C=NC2N(O)N=NC=2C=1.C(N(CC)CC)C.C(Cl)CCl.[C:51]([N:58]1[CH2:63][CH2:62][CH:61]([C:64](O)=[O:65])[CH2:60][CH2:59]1)([O:53][C:54]([CH3:57])([CH3:56])[CH3:55])=[O:52]. Given the product [C:54]([O:53][C:51]([N:58]1[CH2:63][CH2:62][CH:61]([C:64]([NH:1][CH2:2][C:3]2[CH:4]=[C:5]3[C:9](=[CH:10][CH:11]=2)[N:8]([C:12]([O:14][C:15]([CH3:17])([CH3:18])[CH3:16])=[O:13])[C:7]([C:19]2[C:20]([Cl:29])=[N:21][C:22]4[C:27]([CH:28]=2)=[CH:26][CH:25]=[CH:24][CH:23]=4)=[CH:6]3)=[O:65])[CH2:60][CH2:59]1)=[O:52])([CH3:57])([CH3:56])[CH3:55], predict the reactants needed to synthesize it. (4) Given the product [N:27]1([S:24]([C:21]2[CH:20]=[CH:19][C:18]([C:4]3[CH:15]=[C:14]([Cl:16])[CH:13]=[CH:12][C:5]=3[O:6][C@@H:7]([CH3:11])[C:8]([OH:10])=[O:9])=[CH:23][CH:22]=2)(=[O:25])=[O:26])[CH2:28][CH2:29][CH2:30]1, predict the reactants needed to synthesize it. The reactants are: B([C:4]1[CH:15]=[C:14]([Cl:16])[CH:13]=[CH:12][C:5]=1[O:6][C@@H:7]([CH3:11])[C:8]([OH:10])=[O:9])(O)O.Br[C:18]1[CH:23]=[CH:22][C:21]([S:24]([N:27]2[CH2:30][CH2:29][CH2:28]2)(=[O:26])=[O:25])=[CH:20][CH:19]=1.